This data is from Merck oncology drug combination screen with 23,052 pairs across 39 cell lines. The task is: Regression. Given two drug SMILES strings and cell line genomic features, predict the synergy score measuring deviation from expected non-interaction effect. (1) Drug 1: COc1cc(C2c3cc4c(cc3C(OC3OC5COC(C)OC5C(O)C3O)C3COC(=O)C23)OCO4)cc(OC)c1O. Drug 2: O=C(NOCC(O)CO)c1ccc(F)c(F)c1Nc1ccc(I)cc1F. Cell line: NCIH460. Synergy scores: synergy=39.8. (2) Drug 1: Cn1nnc2c(C(N)=O)ncn2c1=O. Cell line: ZR751. Drug 2: CCc1c2c(nc3ccc(O)cc13)-c1cc3c(c(=O)n1C2)COC(=O)C3(O)CC. Synergy scores: synergy=-64.5. (3) Drug 1: CC1(c2nc3c(C(N)=O)cccc3[nH]2)CCCN1. Drug 2: Cn1cc(-c2cnn3c(N)c(Br)c(C4CCCNC4)nc23)cn1. Cell line: EFM192B. Synergy scores: synergy=-2.96. (4) Drug 2: NC(=O)c1cccc2cn(-c3ccc(C4CCCNC4)cc3)nc12. Cell line: NCIH23. Synergy scores: synergy=-4.26. Drug 1: CCN(CC)CCNC(=O)c1c(C)[nH]c(C=C2C(=O)Nc3ccc(F)cc32)c1C. (5) Drug 1: CCN(CC)CCNC(=O)c1c(C)[nH]c(C=C2C(=O)Nc3ccc(F)cc32)c1C. Drug 2: O=C(O)C1(Cc2cccc(Nc3nccs3)n2)CCC(Oc2cccc(Cl)c2F)CC1. Cell line: NCIH1650. Synergy scores: synergy=-1.02. (6) Drug 1: Cn1nnc2c(C(N)=O)ncn2c1=O. Drug 2: Cn1c(=O)n(-c2ccc(C(C)(C)C#N)cc2)c2c3cc(-c4cnc5ccccc5c4)ccc3ncc21. Cell line: A427. Synergy scores: synergy=51.6. (7) Drug 1: N.N.O=C(O)C1(C(=O)O)CCC1.[Pt]. Drug 2: O=C(NOCC(O)CO)c1ccc(F)c(F)c1Nc1ccc(I)cc1F. Cell line: HT144. Synergy scores: synergy=4.89.